This data is from Full USPTO retrosynthesis dataset with 1.9M reactions from patents (1976-2016). The task is: Predict the reactants needed to synthesize the given product. (1) Given the product [F:17][C:16]([F:19])([F:18])[C:15]([C:12]1[CH:13]=[CH:14][C:9]([O:8][C:6]2[CH:5]=[CH:4][N:3]=[C:2]([CH3:34])[CH:7]=2)=[C:10]([CH2:28][CH2:29][CH3:30])[CH:11]=1)([O:24][CH2:25][O:26][CH3:27])[C:20]([F:23])([F:22])[F:21], predict the reactants needed to synthesize it. The reactants are: Cl[C:2]1[CH:7]=[C:6]([O:8][C:9]2[CH:14]=[CH:13][C:12]([C:15]([O:24][CH2:25][O:26][CH3:27])([C:20]([F:23])([F:22])[F:21])[C:16]([F:19])([F:18])[F:17])=[CH:11][C:10]=2[CH2:28][CH2:29][CH3:30])[CH:5]=[CH:4][N:3]=1.O.Cl.O1CCOC[CH2:34]1. (2) Given the product [Cl:10][C:11]1[CH:23]=[CH:22][C:14]([O:15][C:16]([CH3:21])([CH3:20])[C:17]([NH:2][NH2:3])=[O:18])=[C:13]([F:24])[CH:12]=1, predict the reactants needed to synthesize it. The reactants are: C(OC(C)(C)C)(=O)[NH:2][NH2:3].[Cl:10][C:11]1[CH:23]=[CH:22][C:14]([O:15][C:16]([CH3:21])([CH3:20])[C:17](O)=[O:18])=[C:13]([F:24])[CH:12]=1. (3) Given the product [CH3:28][C:25]([C:23]1[CH:24]=[C:19]([C:17]2[N:1]=[C:2]([CH2:3][CH2:4][N:5]([C:6]([O:7][C:8]([CH3:9])([CH3:10])[CH3:11])=[O:12])[CH3:13])[S:14][CH:16]=2)[CH:20]=[C:21]([C:30]([CH3:33])([CH3:32])[CH3:31])[C:22]=1[OH:29])([CH3:26])[CH3:27], predict the reactants needed to synthesize it. The reactants are: [NH2:1][C:2](=[S:14])[CH2:3][CH2:4][N:5]([CH3:13])[C:6](=[O:12])[O:7][C:8]([CH3:11])([CH3:10])[CH3:9].Br[CH2:16][C:17]([C:19]1[CH:24]=[C:23]([C:25]([CH3:28])([CH3:27])[CH3:26])[C:22]([OH:29])=[C:21]([C:30]([CH3:33])([CH3:32])[CH3:31])[CH:20]=1)=O. (4) Given the product [C:41]([N:24]1[CH2:23][CH2:22][CH:21]([NH:20][C:17]2[CH:18]=[N:19][C:11]([O:10][C:9]3[CH:27]=[CH:28][C:6]([O:5][C:4]4[CH:29]=[CH:30][CH:31]=[C:2]([F:1])[CH:3]=4)=[CH:7][CH:8]=3)=[C:12]([CH:16]=2)[C:13]([NH2:15])=[O:14])[CH2:26][CH2:25]1)(=[O:44])[CH:42]=[CH2:43], predict the reactants needed to synthesize it. The reactants are: [F:1][C:2]1[CH:3]=[C:4]([CH:29]=[CH:30][CH:31]=1)[O:5][C:6]1[CH:28]=[CH:27][C:9]([O:10][C:11]2[N:19]=[CH:18][C:17]([NH:20][CH:21]3[CH2:26][CH2:25][NH:24][CH2:23][CH2:22]3)=[CH:16][C:12]=2[C:13]([NH2:15])=[O:14])=[CH:8][CH:7]=1.C(N(CC)C(C)C)(C)C.[C:41](Cl)(=[O:44])[CH:42]=[CH2:43]. (5) Given the product [N:21]1([C:16]2[CH:17]=[CH:18][CH:19]=[CH:20][C:15]=2[CH2:14][NH:13][C:12]2[N:7]3[N:6]=[CH:5][C:4]([CH:1]([CH3:3])[CH3:2])=[C:8]3[N:9]=[C:10]([OH:30])[N:11]=2)[CH:25]=[CH:24][CH:23]=[N:22]1, predict the reactants needed to synthesize it. The reactants are: [CH:1]([C:4]1[CH:5]=[N:6][N:7]2[C:12]([NH:13][CH2:14][C:15]3[CH:20]=[CH:19][CH:18]=[CH:17][C:16]=3[N:21]3[CH:25]=[CH:24][CH:23]=[N:22]3)=[N:11][C:10](S(C)(=O)=O)=[N:9][C:8]=12)([CH3:3])[CH3:2].[OH-:30].[Li+].Cl.